Task: Predict the reactants needed to synthesize the given product.. Dataset: Full USPTO retrosynthesis dataset with 1.9M reactions from patents (1976-2016) (1) Given the product [CH3:1][O:2][C:3](=[O:18])[C:4]1[CH:13]=[C:12]([O:14][CH:15]([F:16])[F:17])[CH:11]=[C:6]([C:7]([OH:9])=[O:8])[CH:5]=1, predict the reactants needed to synthesize it. The reactants are: [CH3:1][O:2][C:3](=[O:18])[C:4]1[CH:13]=[C:12]([O:14][CH:15]([F:17])[F:16])[CH:11]=[C:6]([C:7]([O:9]C)=[O:8])[CH:5]=1.[OH-].[Na+].Cl. (2) Given the product [CH2:18]([O:17][C:15](=[O:16])[CH:14]([CH2:20][S:9][CH2:2][C:3]1[CH:8]=[CH:7][CH:6]=[CH:5][CH:4]=1)[CH2:26][S:9][CH2:2][C:3]1[CH:8]=[CH:7][CH:6]=[CH:5][CH:4]=1)[CH3:19], predict the reactants needed to synthesize it. The reactants are: [Na].[CH2:2]([SH:9])[C:3]1[CH:8]=[CH:7][CH:6]=[CH:5][CH:4]=1.C(OC(=O)[C:14]([CH2:26]OS(C)(=O)=O)([CH2:20]OS(C)(=O)=O)[C:15]([O:17][CH2:18][CH3:19])=[O:16])C. (3) The reactants are: [CH3:1][C:2]1[CH:10]=[C:9]([N+:11]([O-:13])=[O:12])[C:8]2[CH2:7][CH2:6][CH2:5][C:4]=2[C:3]=1[OH:14].F[B-](F)(F)F.[CH3:20][O:21][C:22]1[CH:27]=[CH:26][C:25]([I+][C:25]2[CH:26]=[CH:27][C:22]([O:21][CH3:20])=[CH:23][CH:24]=2)=[CH:24][CH:23]=1.C(N(CC)CC)C. Given the product [CH3:20][O:21][C:22]1[CH:27]=[CH:26][C:25]([O:14][C:3]2[C:2]([CH3:1])=[CH:10][C:9]([N+:11]([O-:13])=[O:12])=[C:8]3[C:4]=2[CH2:5][CH2:6][CH2:7]3)=[CH:24][CH:23]=1, predict the reactants needed to synthesize it. (4) Given the product [Cl:4][C:5]1[CH:6]=[CH:7][C:8]([NH:11][C:12]([C:14]2[O:22][C:21]3[C:16](=[N:17][CH:18]=[CH:19][CH:20]=3)[C:15]=2[NH:23][C:24]([C@H:26]2[CH2:31][CH2:30][C@H:29]([N:32]([CH3:56])[CH2:33][CH2:50][CH2:51][NH:52][C:39](=[O:40])[O:38][C:34]([CH3:35])([CH3:36])[CH3:37])[CH2:28][CH2:27]2)=[O:25])=[O:13])=[N:9][CH:10]=1, predict the reactants needed to synthesize it. The reactants are: Cl.Cl.Cl.[Cl:4][C:5]1[CH:6]=[CH:7][C:8]([NH:11][C:12]([C:14]2[O:22][C:21]3[C:16](=[N:17][CH:18]=[CH:19][CH:20]=3)[C:15]=2[NH:23][C:24]([C@H:26]2[CH2:31][CH2:30][C@H:29]([NH:32][CH3:33])[CH2:28][CH2:27]2)=[O:25])=[O:13])=[N:9][CH:10]=1.[C:34]([O:38][C:39](CC(N)C=O)=[O:40])([CH3:37])([CH3:36])[CH3:35].C(OC(OCC)[CH2:50][CH2:51][NH2:52])C.[C:56](O[BH-](OC(=O)C)OC(=O)C)(=O)C.[Na+].C(=O)([O-])O.[Na+].